From a dataset of Peptide-MHC class I binding affinity with 185,985 pairs from IEDB/IMGT. Regression. Given a peptide amino acid sequence and an MHC pseudo amino acid sequence, predict their binding affinity value. This is MHC class I binding data. (1) The MHC is HLA-A68:02 with pseudo-sequence HLA-A68:02. The peptide sequence is MFINDVHAL. The binding affinity (normalized) is 0.564. (2) The peptide sequence is SHDLAPQFL. The MHC is HLA-A80:01 with pseudo-sequence HLA-A80:01. The binding affinity (normalized) is 0.0847. (3) The peptide sequence is GGGNSSWPW. The MHC is Mamu-B52 with pseudo-sequence Mamu-B52. The binding affinity (normalized) is 0.890. (4) The peptide sequence is VFAQVKQMY. The MHC is HLA-A29:02 with pseudo-sequence HLA-A29:02. The binding affinity (normalized) is 0.595. (5) The peptide sequence is SYFPEITHI. The MHC is H-2-Db with pseudo-sequence H-2-Db. The binding affinity (normalized) is 0.0641. (6) The peptide sequence is LGRANITHF. The MHC is HLA-B15:01 with pseudo-sequence HLA-B15:01. The binding affinity (normalized) is 0.824. (7) The peptide sequence is VVYRGTTTY. The MHC is BoLA-T2a with pseudo-sequence BoLA-T2a. The binding affinity (normalized) is 0.194.